From a dataset of Peptide-MHC class II binding affinity with 134,281 pairs from IEDB. Regression. Given a peptide amino acid sequence and an MHC pseudo amino acid sequence, predict their binding affinity value. This is MHC class II binding data. (1) The peptide sequence is CLTKQGQVDLNDAVQ. The MHC is DRB1_0101 with pseudo-sequence DRB1_0101. The binding affinity (normalized) is 0.303. (2) The peptide sequence is FLGCLVKEIPPRLLY. The MHC is DRB1_0301 with pseudo-sequence DRB1_0301. The binding affinity (normalized) is 0.517. (3) The peptide sequence is QAGEAETMTPSGLVI. The MHC is DRB5_0101 with pseudo-sequence DRB5_0101. The binding affinity (normalized) is 0. (4) The peptide sequence is FTVQEMVALSGAHTL. The MHC is DRB3_0202 with pseudo-sequence DRB3_0202. The binding affinity (normalized) is 0.0759. (5) The peptide sequence is DVKFPGWGQIVGGVY. The binding affinity (normalized) is 0.743. The MHC is HLA-DQA10501-DQB10301 with pseudo-sequence HLA-DQA10501-DQB10301. (6) The peptide sequence is MSQIMYNYPAMMAHA. The MHC is DRB1_0802 with pseudo-sequence DRB1_0802. The binding affinity (normalized) is 0.0827. (7) The peptide sequence is KNKVNLLTHSINALI. The MHC is DRB3_0101 with pseudo-sequence DRB3_0101. The binding affinity (normalized) is 0.246.